Dataset: Reaction yield outcomes from USPTO patents with 853,638 reactions. Task: Predict the reaction yield, written as a fraction of the theoretical maximum amount of product (1.0 means a 100% yield; for example, 0.34 means a 34% yield). (1) The reactants are [BH-](OC(C)=O)(OC(C)=O)OC(C)=O.[Na+].[CH3:15][N:16]1[CH2:21][CH2:20][C:19](=O)[CH2:18][CH2:17]1.[CH3:23][C:24]1([CH3:38])[C:28]([CH3:30])([CH3:29])[O:27][B:26]([C:31]2[CH:37]=[CH:36][C:34]([NH2:35])=[CH:33][CH:32]=2)[O:25]1.C([O-])(O)=O.[Na+]. The catalyst is ClCCCl.C(O)(=O)C.C(Cl)Cl. The product is [CH3:15][N:16]1[CH2:21][CH2:20][CH:19]([NH:35][C:34]2[CH:33]=[CH:32][C:31]([B:26]3[O:27][C:28]([CH3:30])([CH3:29])[C:24]([CH3:38])([CH3:23])[O:25]3)=[CH:37][CH:36]=2)[CH2:18][CH2:17]1. The yield is 0.290. (2) The reactants are [Br:1][C:2]1[CH:3]=[C:4]([N:18]2[C:22]3=[N:23][CH:24]=[CH:25][CH:26]=[C:21]3[C:20]([C:27]([O:29][CH3:30])=[O:28])=[N:19]2)[CH:5]=[C:6]([CH:8]([O:10][Si](C(C)(C)C)(C)C)[CH3:9])[CH:7]=1.[F-].C([N+](CCCC)(CCCC)CCCC)CCC. The catalyst is O1CCCC1. The product is [Br:1][C:2]1[CH:3]=[C:4]([N:18]2[C:22]3=[N:23][CH:24]=[CH:25][CH:26]=[C:21]3[C:20]([C:27]([O:29][CH3:30])=[O:28])=[N:19]2)[CH:5]=[C:6]([CH:8]([OH:10])[CH3:9])[CH:7]=1. The yield is 0.650. (3) The reactants are [CH3:1][O:2][C:3]1[C:8]([C:9]#[N:10])=[CH:7][C:6]2[C:11]3([CH2:30][O:31][C:5]=2[CH:4]=1)[C:19]1[C:14](=[CH:15][CH:16]=[CH:17][CH:18]=1)[N:13](CC1C=CC(OC)=CC=1)[C:12]3=[O:29].FC(F)(F)S(O)(=O)=O. The catalyst is ClCCl.FC(F)(F)C(O)=O. The product is [CH3:1][O:2][C:3]1[C:8]([C:9]#[N:10])=[CH:7][C:6]2[C:11]3([CH2:30][O:31][C:5]=2[CH:4]=1)[C:19]1[C:14](=[CH:15][CH:16]=[CH:17][CH:18]=1)[NH:13][C:12]3=[O:29]. The yield is 0.960. (4) The reactants are [NH2:1][C@@H:2]([CH2:33][C:34]1[CH:39]=[CH:38][CH:37]=[CH:36][CH:35]=1)[CH2:3][C@H:4]([OH:32])[C@@H:5]([NH:19][C:20]([C@@H:22]([NH:27][C:28](=[O:31])[O:29][CH3:30])[C:23]([CH3:26])([CH3:25])[CH3:24])=[O:21])[CH2:6][C:7]1[CH:12]=[CH:11][C:10]([C:13]2[CH:18]=[CH:17][CH:16]=[CH:15][N:14]=2)=[CH:9][CH:8]=1.[CH3:40][C@@H:41]([CH2:61][CH3:62])[C@H:42]([N:46]1[CH2:50][C:49](=[O:51])[N:48]([CH2:52][C:53]2[CH:58]=[CH:57][CH:56]=[C:55]([CH3:59])[N:54]=2)[C:47]1=[O:60])[C:43](O)=[O:44].CCOP(ON1N=NC2C=CC=CC=2C1=O)(OCC)=O.C(N(CC)C(C)C)(C)C. The catalyst is C1COCC1. The product is [OH:32][C@@H:4]([CH2:3][C@@H:2]([NH:1][C:43](=[O:44])[C@@H:42]([N:46]1[CH2:50][C:49](=[O:51])[N:48]([CH2:52][C:53]2[CH:58]=[CH:57][CH:56]=[C:55]([CH3:59])[N:54]=2)[C:47]1=[O:60])[CH:41]([CH3:40])[CH2:61][CH3:62])[CH2:33][C:34]1[CH:35]=[CH:36][CH:37]=[CH:38][CH:39]=1)[C@@H:5]([NH:19][C:20]([C@@H:22]([NH:27][C:28](=[O:31])[O:29][CH3:30])[C:23]([CH3:25])([CH3:26])[CH3:24])=[O:21])[CH2:6][C:7]1[CH:12]=[CH:11][C:10]([C:13]2[CH:18]=[CH:17][CH:16]=[CH:15][N:14]=2)=[CH:9][CH:8]=1. The yield is 0.640. (5) No catalyst specified. The product is [NH2:1][C:2]1[C:7]([OH:8])=[CH:6][C:5]([N+:10]([O-:12])=[O:11])=[CH:4][N:3]=1. The reactants are [NH2:1][C:2]1[C:7]([O:8]C)=[CH:6][C:5]([N+:10]([O-:12])=[O:11])=[CH:4][N:3]=1.Cl.N1C=CC=CC=1. The yield is 0.490. (6) The reactants are [NH2:1][C:2]1[C:7]([F:8])=[CH:6][C:5]([OH:9])=[C:4]([F:10])[CH:3]=1.Cl[C:12]1[CH:17]=[CH:16][N:15]=[C:14]([C:18]([NH2:20])=[O:19])[CH:13]=1.[H-].[Na+]. The catalyst is CN(C=O)C.O. The product is [NH2:1][C:2]1[C:7]([F:8])=[CH:6][C:5]([O:9][C:12]2[CH:17]=[CH:16][N:15]=[C:14]([C:18]([NH2:20])=[O:19])[CH:13]=2)=[C:4]([F:10])[CH:3]=1. The yield is 0.260. (7) The reactants are C(OC(=O)COC1C=CC(C#N)=CC=1C#CC1C=C(S(C)(=O)=O)C=CC=1F)(C)(C)C.[C:31]([O:35][C:36](=[O:49])[CH2:37][O:38][C:39]1[CH:44]=[CH:43][C:42]([C:45]#[N:46])=[CH:41][C:40]=1[C:47]#[CH:48])([CH3:34])([CH3:33])[CH3:32].I[C:51]1[CH:56]=[C:55]([S:57]([C:60]2[CH:65]=[CH:64][CH:63]=[CH:62][CH:61]=2)(=[O:59])=[O:58])[CH:54]=[CH:53][C:52]=1[CH3:66]. No catalyst specified. The product is [C:31]([O:35][C:36](=[O:49])[CH2:37][O:38][C:39]1[CH:44]=[CH:43][C:42]([C:45]#[N:46])=[CH:41][C:40]=1[C:47]#[C:48][C:53]1[CH:54]=[C:55]([S:57]([C:60]2[CH:65]=[CH:64][CH:63]=[CH:62][CH:61]=2)(=[O:59])=[O:58])[CH:56]=[CH:51][C:52]=1[CH3:66])([CH3:34])([CH3:33])[CH3:32]. The yield is 0.890. (8) The reactants are Cl[C:2]1[N:10]=[CH:9][C:8]([N+:11]([O-:13])=[O:12])=[CH:7][C:3]=1[C:4]([OH:6])=[O:5].[CH3:14][O-:15].[Na+].[Na]. The catalyst is CO. The product is [CH3:14][O:15][C:2]1[N:10]=[CH:9][C:8]([N+:11]([O-:13])=[O:12])=[CH:7][C:3]=1[C:4]([OH:6])=[O:5]. The yield is 0.730. (9) The reactants are [Cl:1][C:2]1[CH:7]=[CH:6][C:5]([C@H:8]2[CH2:13][C@@H:12]([C:14](=[O:21])[CH2:15][C:16](OCC)=[O:17])[CH2:11][CH2:10][N:9]2[C:22]([O:24][CH3:25])=[O:23])=[CH:4][CH:3]=1.[OH-].[Na+].[NH2:28]O.Cl. The catalyst is CO. The product is [Cl:1][C:2]1[CH:7]=[CH:6][C:5]([C@H:8]2[CH2:13][C@@H:12]([C:14]3[O:21][NH:28][C:16](=[O:17])[CH:15]=3)[CH2:11][CH2:10][N:9]2[C:22]([O:24][CH3:25])=[O:23])=[CH:4][CH:3]=1. The yield is 0.470.